This data is from Full USPTO retrosynthesis dataset with 1.9M reactions from patents (1976-2016). The task is: Predict the reactants needed to synthesize the given product. (1) Given the product [NH2:18][C:13]1[CH:14]=[C:15]2[C:10](=[CH:11][CH:12]=1)[N:9]([CH:21]1[CH2:26][CH2:25][O:24][CH2:23][CH2:22]1)[C:8](=[O:27])[N:7]([CH2:6][C:5]1[CH:28]=[CH:29][C:30]([O:31][CH3:32])=[C:3]([O:2][CH3:1])[CH:4]=1)[C:16]2=[O:17], predict the reactants needed to synthesize it. The reactants are: [CH3:1][O:2][C:3]1[CH:4]=[C:5]([CH:28]=[CH:29][C:30]=1[O:31][CH3:32])[CH2:6][N:7]1[C:16](=[O:17])[C:15]2[C:10](=[CH:11][CH:12]=[C:13]([N+:18]([O-])=O)[CH:14]=2)[N:9]([CH:21]2[CH2:26][CH2:25][O:24][CH2:23][CH2:22]2)[C:8]1=[O:27].C([O-])=O.[NH4+]. (2) Given the product [F:23][C:14]1[CH:13]=[C:12]([NH:11][S:8]([C:5]2[N:6]=[CH:7][C:2]([B:24]([OH:28])[OH:25])=[CH:3][CH:4]=2)(=[O:10])=[O:9])[CH:21]=[C:20]([F:22])[C:15]=1[C:16]([O:18][CH3:19])=[O:17], predict the reactants needed to synthesize it. The reactants are: Br[C:2]1[CH:3]=[CH:4][C:5]([S:8]([NH:11][C:12]2[CH:21]=[C:20]([F:22])[C:15]([C:16]([O:18][CH3:19])=[O:17])=[C:14]([F:23])[CH:13]=2)(=[O:10])=[O:9])=[N:6][CH:7]=1.[B:24]1(B2OC(C)(C)C(C)(C)O2)[O:28]C(C)(C)C(C)(C)[O:25]1.C([O-])(=O)C.[K+]. (3) Given the product [F:33][C:8]1[CH:9]=[C:10]([C:14](=[O:32])[NH:15][C:16]2[S:17][C:18]3[CH2:28][O:27][C:26]4[C:25]([CH:29]([CH3:31])[CH3:30])=[CH:24][CH:23]=[CH:22][C:21]=4[C:19]=3[N:20]=2)[CH:11]=[C:12]([F:13])[C:7]=1/[CH:6]=[C:5](\[CH3:34])/[C:4]([OH:35])=[O:3], predict the reactants needed to synthesize it. The reactants are: C([O:3][C:4](=[O:35])/[C:5](/[CH3:34])=[CH:6]/[C:7]1[C:12]([F:13])=[CH:11][C:10]([C:14](=[O:32])[NH:15][C:16]2[S:17][C:18]3[CH2:28][O:27][C:26]4[C:25]([CH:29]([CH3:31])[CH3:30])=[CH:24][CH:23]=[CH:22][C:21]=4[C:19]=3[N:20]=2)=[CH:9][C:8]=1[F:33])C.CO.[OH-].[Na+].Cl. (4) Given the product [CH2:1]([S:7][CH2:11][C:12]1[CH:17]=[CH:16][C:15]([N+:18]([O-:20])=[O:19])=[CH:14][CH:13]=1)[CH2:2][CH2:3][CH2:4][CH2:5][CH3:6], predict the reactants needed to synthesize it. The reactants are: [CH2:1]([SH:7])[CH2:2][CH2:3][CH2:4][CH2:5][CH3:6].[H-].[Na+].Br[CH2:11][C:12]1[CH:17]=[CH:16][C:15]([N+:18]([O-:20])=[O:19])=[CH:14][CH:13]=1. (5) Given the product [NH2:1][C:2]1[C:11]2[C:6](=[CH:7][CH:8]=[CH:9][C:10]=2[O:12][CH2:13][C:14]([NH:17][C:24](=[O:28])[CH:25]([CH3:27])[CH3:26])([CH3:16])[CH3:15])[N:5]=[C:4]([CH3:18])[C:3]=1[C:19]([O:21][CH2:22][CH3:23])=[O:20], predict the reactants needed to synthesize it. The reactants are: [NH2:1][C:2]1[C:11]2[C:6](=[CH:7][CH:8]=[CH:9][C:10]=2[O:12][CH2:13][C:14]([NH2:17])([CH3:16])[CH3:15])[N:5]=[C:4]([CH3:18])[C:3]=1[C:19]([O:21][CH2:22][CH3:23])=[O:20].[C:24](O)(=[O:28])[CH:25]([CH3:27])[CH3:26].